From a dataset of Full USPTO retrosynthesis dataset with 1.9M reactions from patents (1976-2016). Predict the reactants needed to synthesize the given product. (1) Given the product [CH:12]([O:1][C:2]1[CH:3]=[C:4]([CH:7]=[CH:8][C:9]=1[O:10][CH:24]([CH3:25])[CH3:31])[CH:5]=[O:6])([CH3:14])[CH3:13], predict the reactants needed to synthesize it. The reactants are: [OH:1][C:2]1[CH:3]=[C:4]([CH:7]=[CH:8][C:9]=1[OH:10])[CH:5]=[O:6].Br[CH:12]([CH3:14])[CH3:13].C([O-])([O-])=O.[K+].[K+].C(O[C:24]1[CH:25]=C(C=C[C:31]=1C)C=O)C. (2) Given the product [ClH:24].[CH3:16][O:15][C:12]1[CH:13]=[C:14]2[C:9](=[CH:10][C:11]=1[O:17][CH3:18])[N:8]=[CH:7][CH:6]=[C:5]2[O:4][C:3]1[CH:19]=[CH:20][C:21]([CH3:23])=[CH:22][C:2]=1[CH3:1], predict the reactants needed to synthesize it. The reactants are: [CH3:1][C:2]1[CH:22]=[C:21]([CH3:23])[CH:20]=[CH:19][C:3]=1[O:4][C:5]1[C:14]2[C:9](=[CH:10][C:11]([O:17][CH3:18])=[C:12]([O:15][CH3:16])[CH:13]=2)[N:8]=[CH:7][CH:6]=1.[ClH:24].CO.